Dataset: Catalyst prediction with 721,799 reactions and 888 catalyst types from USPTO. Task: Predict which catalyst facilitates the given reaction. (1) Reactant: Br[CH2:2][CH2:3][CH2:4][O:5][C:6]1[C:11]2[B:12]([OH:15])[O:13][CH2:14][C:10]=2[CH:9]=[CH:8][CH:7]=1.[F:16][C:17]1[CH:18]=[C:19]([N:29]2[CH2:33][CH:32]([CH2:34][NH:35][C:36](=[O:38])[CH3:37])[O:31][C:30]2=[O:39])[CH:20]=[CH:21][C:22]=1[N:23]1[CH2:28][CH2:27][NH:26][CH2:25][CH2:24]1.CCN(CC)CC.O.[ClH:48]. Product: [ClH:48].[F:16][C:17]1[CH:18]=[C:19]([N:29]2[CH2:33][C@H:32]([CH2:34][NH:35][C:36](=[O:38])[CH3:37])[O:31][C:30]2=[O:39])[CH:20]=[CH:21][C:22]=1[N:23]1[CH2:28][CH2:27][N:26]([CH2:2][CH2:3][CH2:4][O:5][C:6]2[C:11]3[B:12]([OH:15])[O:13][CH2:14][C:10]=3[CH:9]=[CH:8][CH:7]=2)[CH2:25][CH2:24]1. The catalyst class is: 3. (2) Reactant: [O:1]1[C:5]2([CH2:10][CH2:9][CH2:8][CH2:7][CH2:6]2)[O:4][CH2:3][C@@H:2]1[C@@H:11]([OH:13])[CH3:12].[H-].[Na+].[Cl:16][C:17]1[CH:22]=[C:21](Cl)[N:20]=[C:19]([S:24][CH2:25][C:26]2[CH:31]=[CH:30][CH:29]=[C:28]([F:32])[C:27]=2[F:33])[N:18]=1. Product: [Cl:16][C:17]1[CH:22]=[C:21]([O:13][C@H:11]([C@H:2]2[CH2:3][O:4][C:5]3([CH2:10][CH2:9][CH2:8][CH2:7][CH2:6]3)[O:1]2)[CH3:12])[N:20]=[C:19]([S:24][CH2:25][C:26]2[CH:31]=[CH:30][CH:29]=[C:28]([F:32])[C:27]=2[F:33])[N:18]=1. The catalyst class is: 1. (3) Reactant: [Cl:1][C:2]1[C:10]([C:11]#[N:12])=[CH:9][CH:8]=[C:7]2[C:3]=1[CH:4]=[C:5]([CH:17]([F:19])[F:18])[N:6]2[CH2:13][C:14]([OH:16])=O.CCN=C=NCCCN(C)C.Cl.[F:32][C:33]1[CH:42]=[C:41]([F:43])[CH:40]=[CH:39][C:34]=1[C:35]([NH:37][NH2:38])=O.S(Cl)(C1C=CC(C)=CC=1)(=O)=O. Product: [Cl:1][C:2]1[C:10]([C:11]#[N:12])=[CH:9][CH:8]=[C:7]2[C:3]=1[CH:4]=[C:5]([CH:17]([F:19])[F:18])[N:6]2[CH2:13][C:14]1[O:16][C:35]([C:34]2[CH:39]=[CH:40][C:41]([F:43])=[CH:42][C:33]=2[F:32])=[N:37][N:38]=1. The catalyst class is: 26. (4) Reactant: [OH:1][C:2]1[CH:3]=[C:4]2[C:8](=[CH:9][CH:10]=1)[C@H:7]([CH2:11][C:12]([O:14][CH2:15][CH3:16])=[O:13])[CH2:6][CH2:5]2.[CH3:17][C:18]1[O:22][C:21]([C:23]2[CH:28]=[CH:27][C:26]([CH3:29])=[CH:25][CH:24]=2)=[N:20][C:19]=1[CH2:30][CH2:31]O.CN(C(/N=N/C(N(C)C)=O)=O)C.C1C=CC(P(C2C=CC=CC=2)C2C=CC=CC=2)=CC=1. Product: [CH3:17][C:18]1[O:22][C:21]([C:23]2[CH:28]=[CH:27][C:26]([CH3:29])=[CH:25][CH:24]=2)=[N:20][C:19]=1[CH2:30][CH2:31][O:1][C:2]1[CH:3]=[C:4]2[C:8](=[CH:9][CH:10]=1)[C@H:7]([CH2:11][C:12]([O:14][CH2:15][CH3:16])=[O:13])[CH2:6][CH2:5]2. The catalyst class is: 2. (5) Reactant: [CH:1]1[C:10]2[C:5](=[CH:6][CH:7]=[CH:8][CH:9]=2)[CH:4]=[CH:3][C:2]=1[C:11]([C:13]1[CH:22]=[CH:21][C:20]2[C:15](=[CH:16][CH:17]=[CH:18][CH:19]=2)[CH:14]=1)=O.O1CCCC1.[CH:28]1([Na])[CH:32]=[CH:31][CH:30]=[CH:29]1.O1CCCC1.Cl. Product: [CH:1]1[C:10]2[C:5](=[CH:6][CH:7]=[CH:8][CH:9]=2)[CH:4]=[CH:3][C:2]=1[C:11]([C:13]1[CH:22]=[CH:21][C:20]2[C:15](=[CH:16][CH:17]=[CH:18][CH:19]=2)[CH:14]=1)=[C:31]1[CH:30]=[CH:29][CH:28]=[CH:32]1. The catalyst class is: 27. (6) Reactant: [H-].[Na+].[Br:3][C:4]1[CH:5]=[CH:6][C:7]([CH2:10][C:11]#[N:12])=[N:8][CH:9]=1.[CH3:13]I. Product: [Br:3][C:4]1[CH:5]=[CH:6][C:7]([CH:10]([CH3:13])[C:11]#[N:12])=[N:8][CH:9]=1. The catalyst class is: 1.